This data is from Catalyst prediction with 721,799 reactions and 888 catalyst types from USPTO. The task is: Predict which catalyst facilitates the given reaction. (1) Reactant: [F:1][C:2]1[CH:3]=[CH:4][C:5]2=[C:6]([CH:35]=1)[O:7][CH2:8][C:9]1[CH:19]=[C:18]([CH2:20][N:21]3[C:25]4[CH:26]=[CH:27][CH:28]=[C:29]([O:30]C)[C:24]=4[N:23]=[C:22]3[CH2:32][O:33]C)[CH:17]=[CH:16][C:10]=1/[C:11]/2=[C:12](/[CH3:15])\[C:13]#[N:14].B(Br)(Br)Br.[OH-].[Na+]. Product: [F:1][C:2]1[CH:3]=[CH:4][C:5]2=[C:6]([CH:35]=1)[O:7][CH2:8][C:9]1[CH:19]=[C:18]([CH2:20][N:21]3[C:25]4[CH:26]=[CH:27][CH:28]=[C:29]([OH:30])[C:24]=4[N:23]=[C:22]3[CH2:32][OH:33])[CH:17]=[CH:16][C:10]=1/[C:11]/2=[C:12](/[CH3:15])\[C:13]#[N:14]. The catalyst class is: 4. (2) Reactant: [C:1]([N:8]1[CH2:25][CH2:24][C@@:15]23[C:16]4[CH:17]=[C:18]([OH:23])[CH:19]=[CH:20][C:21]=4[CH2:22][C@@H:9]1[C@@H:10]2[CH2:11][CH2:12][CH2:13][CH2:14]3)([O:3][C:4]([CH3:7])([CH3:6])[CH3:5])=[O:2].C(N(CC)CC)C.[C:33](Cl)(=[O:38])[C:34]([CH3:37])([CH3:36])[CH3:35]. Product: [C:1]([N:8]1[CH2:25][CH2:24][C@@:15]23[C:16]4[CH:17]=[C:18]([O:23][C:33](=[O:38])[C:34]([CH3:37])([CH3:36])[CH3:35])[CH:19]=[CH:20][C:21]=4[CH2:22][C@@H:9]1[C@@H:10]2[CH2:11][CH2:12][CH2:13][CH2:14]3)([O:3][C:4]([CH3:7])([CH3:6])[CH3:5])=[O:2]. The catalyst class is: 2. (3) Reactant: [OH:1][C:2]1[C:7]([C:8]2[CH:13]=[CH:12][CH:11]=[CH:10][CH:9]=2)=[CH:6][N:5]=[CH:4][C:3]=1[C:14]1[CH:19]=[CH:18][CH:17]=[CH:16][CH:15]=1.[H-].[Na+].[Cl:22][C:23]1[N:31]=[C:30]2[C:26]([NH:27][CH:28]=[N:29]2)=[C:25](Cl)[N:24]=1. Product: [Cl:22][C:23]1[N:31]=[C:30]2[C:26]([NH:27][CH:28]=[N:29]2)=[C:25]([N:5]2[CH:6]=[C:7]([C:8]3[CH:13]=[CH:12][CH:11]=[CH:10][CH:9]=3)[C:2](=[O:1])[C:3]([C:14]3[CH:15]=[CH:16][CH:17]=[CH:18][CH:19]=3)=[CH:4]2)[N:24]=1. The catalyst class is: 3. (4) Reactant: [N:1]1([CH:7]2[CH2:12][CH2:11][CH:10]([O:13][C:14]3[C:25]4[C:24]5[C@@H:23]([CH2:26][CH2:27][OH:28])[CH2:22][CH2:21][C:20]=5[S:19][C:18]=4[N:17]=[CH:16][N:15]=3)[CH2:9][CH2:8]2)[CH2:6][CH2:5][O:4][CH2:3][CH2:2]1.CC(OI1(OC(C)=O)(OC(C)=O)OC(=O)C2C=CC=CC1=2)=O. Product: [N:1]1([CH:7]2[CH2:8][CH2:9][CH:10]([O:13][C:14]3[C:25]4[C:24]5[C@@H:23]([CH2:26][CH:27]=[O:28])[CH2:22][CH2:21][C:20]=5[S:19][C:18]=4[N:17]=[CH:16][N:15]=3)[CH2:11][CH2:12]2)[CH2:2][CH2:3][O:4][CH2:5][CH2:6]1. The catalyst class is: 503. (5) Reactant: [Cl:1][C:2]1[CH:7]=[CH:6][C:5]([C:8]2[C:14]3[CH:15]=[C:16]([O:19][CH3:20])[CH:17]=[CH:18][C:13]=3[N:12]3[C:21]([CH3:24])=[N:22][N:23]=[C:11]3[C@H:10]([CH2:25][C:26]([OH:28])=O)[N:9]=2)=[CH:4][CH:3]=1.CCN=C=NCCCN(C)C.C1C=CC2N(O)N=NC=2C=1.[NH2:50][CH2:51][CH2:52][O:53][CH2:54][CH2:55][O:56][CH2:57][CH2:58][O:59][CH2:60][CH2:61][O:62][CH2:63][CH2:64][O:65][CH2:66][CH2:67][O:68][CH2:69][CH2:70][O:71][CH2:72][CH2:73][NH:74][C:75](=[O:81])[O:76][C:77]([CH3:80])([CH3:79])[CH3:78]. Product: [Cl:1][C:2]1[CH:7]=[CH:6][C:5]([C:8]2[C:14]3[CH:15]=[C:16]([O:19][CH3:20])[CH:17]=[CH:18][C:13]=3[N:12]3[C:21]([CH3:24])=[N:22][N:23]=[C:11]3[C@H:10]([CH2:25][C:26](=[O:28])[NH:50][CH2:51][CH2:52][O:53][CH2:54][CH2:55][O:56][CH2:57][CH2:58][O:59][CH2:60][CH2:61][O:62][CH2:63][CH2:64][O:65][CH2:66][CH2:67][O:68][CH2:69][CH2:70][O:71][CH2:72][CH2:73][NH:74][C:75](=[O:81])[O:76][C:77]([CH3:79])([CH3:78])[CH3:80])[N:9]=2)=[CH:4][CH:3]=1. The catalyst class is: 64.